Dataset: Full USPTO retrosynthesis dataset with 1.9M reactions from patents (1976-2016). Task: Predict the reactants needed to synthesize the given product. Given the product [ClH:40].[CH3:23][NH:22][C:21]([C:20]1[N:19]=[C:18]([C:25]([F:28])([F:26])[F:27])[N:15]2[CH2:16][CH2:17][N:12]([C:10](=[O:11])[CH2:9][C@H:8]([NH2:7])[CH2:29][C:30]3[CH:35]=[C:34]([F:36])[C:33]([F:37])=[CH:32][C:31]=3[F:38])[CH2:13][C:14]=12)=[O:24], predict the reactants needed to synthesize it. The reactants are: C(OC(=O)[NH:7][C@H:8]([CH2:29][C:30]1[CH:35]=[C:34]([F:36])[C:33]([F:37])=[CH:32][C:31]=1[F:38])[CH2:9][C:10]([N:12]1[CH2:17][CH2:16][N:15]2[C:18]([C:25]([F:28])([F:27])[F:26])=[N:19][C:20]([C:21](=[O:24])[NH:22][CH3:23])=[C:14]2[CH2:13]1)=[O:11])(C)(C)C.[ClH:40].